From a dataset of Catalyst prediction with 721,799 reactions and 888 catalyst types from USPTO. Predict which catalyst facilitates the given reaction. (1) The catalyst class is: 5. Reactant: C[O:2][C:3](=[O:24])[CH2:4][C:5]1[CH:10]=[C:9]([CH3:11])[C:8]([O:12][C:13]2[N:14]=[N:15][C:16]([Cl:22])=[C:17]([CH:19]([CH3:21])[CH3:20])[CH:18]=2)=[C:7]([CH3:23])[CH:6]=1.[OH-].[Na+]. Product: [Cl:22][C:16]1[N:15]=[N:14][C:13]([O:12][C:8]2[C:9]([CH3:11])=[CH:10][C:5]([CH2:4][C:3]([OH:24])=[O:2])=[CH:6][C:7]=2[CH3:23])=[CH:18][C:17]=1[CH:19]([CH3:21])[CH3:20]. (2) Product: [NH2:3][C:4]1[N:9]=[CH:8][N:7]=[C:6]2[N:10]([CH:14]([C:16]3[C:26]4[O:25][CH:24]([CH3:27])[CH2:23][N:22]([CH:32]5[CH2:35][CH:34]([NH:36][C:37](=[O:43])[O:38][C:39]([CH3:41])([CH3:40])[CH3:42])[CH2:33]5)[CH2:21][C:20]=4[C:19]([C:28]#[N:29])=[C:18]([Cl:30])[CH:17]=3)[CH3:15])[N:11]=[C:12]([CH3:13])[C:5]=12. Reactant: Cl.Cl.[NH2:3][C:4]1[N:9]=[CH:8][N:7]=[C:6]2[N:10]([CH:14]([C:16]3[CH:17]=[C:18]([Cl:30])[C:19]([C:28]#[N:29])=[C:20]4[C:26]=3[O:25][CH:24]([CH3:27])[CH2:23][NH:22][CH2:21]4)[CH3:15])[N:11]=[C:12]([CH3:13])[C:5]=12.O=[C:32]1[CH2:35][CH:34]([NH:36][C:37](=[O:43])[O:38][C:39]([CH3:42])([CH3:41])[CH3:40])[CH2:33]1.C([BH3-])#N.[Na+]. The catalyst class is: 24.